From a dataset of Forward reaction prediction with 1.9M reactions from USPTO patents (1976-2016). Predict the product of the given reaction. (1) Given the reactants [OH-].[Na+].[Br:3][C:4]1[CH:13]=[C:12]([CH2:14][C:15]#[N:16])[CH:11]=[CH:10][C:5]=1[C:6]([O:8]C)=[O:7].OS([O-])(=O)=O.[K+], predict the reaction product. The product is: [Br:3][C:4]1[CH:13]=[C:12]([CH2:14][C:15]#[N:16])[CH:11]=[CH:10][C:5]=1[C:6]([OH:8])=[O:7]. (2) Given the reactants C(=O)([O-])[O-].[Na+].[Na+].[C:7]([C:10]1[CH:17]=[C:16]([Cl:18])[C:13]([C:14]#[N:15])=[C:12](Br)[C:11]=1[O:20][CH3:21])(=[O:9])[CH3:8].[CH3:22][N:23]([CH3:35])[C:24]([C:26]1[N:31]=[CH:30][C:29](B(O)O)=[CH:28][CH:27]=1)=[O:25].N#N.ClCCl, predict the reaction product. The product is: [C:7]([C:10]1[C:11]([O:20][CH3:21])=[C:12]([C:29]2[CH:28]=[CH:27][C:26]([C:24]([N:23]([CH3:35])[CH3:22])=[O:25])=[N:31][CH:30]=2)[C:13]([C:14]#[N:15])=[C:16]([Cl:18])[CH:17]=1)(=[O:9])[CH3:8]. (3) Given the reactants [CH:1]([O:4][C:5]([C:7]1[C:12]([C:13]([CH3:21])([CH3:20])[O:14][SiH2:15][C:16]([CH3:19])([CH3:18])[CH3:17])=[CH:11][CH:10]=[CH:9][N:8]=1)=[O:6])([CH3:3])[CH3:2].[H][H], predict the reaction product. The product is: [CH:1]([O:4][C:5]([C@H:7]1[C@@H:12]([C:13]([CH3:21])([CH3:20])[O:14][SiH2:15][C:16]([CH3:19])([CH3:18])[CH3:17])[CH2:11][CH2:10][CH2:9][NH:8]1)=[O:6])([CH3:3])[CH3:2]. (4) Given the reactants Cl[CH2:2][CH2:3][CH2:4][S:5]([NH:8][C:9]1[CH:18]=[CH:17][C:12]([C:13]([O:15][CH3:16])=[O:14])=[CH:11][C:10]=1[CH3:19])(=[O:7])=[O:6].[K].CC(C)([O-])C.O, predict the reaction product. The product is: [O:6]=[S:5]1(=[O:7])[CH2:4][CH2:3][CH2:2][N:8]1[C:9]1[CH:18]=[CH:17][C:12]([C:13]([O:15][CH3:16])=[O:14])=[CH:11][C:10]=1[CH3:19]. (5) Given the reactants [Br:1][C:2]1[CH:7]=[CH:6][C:5]([O:8][CH3:9])=[C:4](I)[CH:3]=1.[NH2:11][C:12]1[CH:17]=[CH:16][C:15]([S:18][CH2:19][C:20]2[CH:25]=[CH:24][CH:23]=[CH:22][CH:21]=2)=[CH:14][C:13]=1/[CH:26]=[CH:27]/[C:28]([O:30][CH2:31][CH3:32])=[O:29].C(=O)([O-])[O-].[Cs+].[Cs+], predict the reaction product. The product is: [CH2:19]([S:18][C:15]1[CH:16]=[CH:17][C:12]([NH:11][C:4]2[CH:3]=[C:2]([Br:1])[CH:7]=[CH:6][C:5]=2[O:8][CH3:9])=[C:13](/[CH:26]=[CH:27]/[C:28]([O:30][CH2:31][CH3:32])=[O:29])[CH:14]=1)[C:20]1[CH:21]=[CH:22][CH:23]=[CH:24][CH:25]=1.